Dataset: Peptide-MHC class I binding affinity with 185,985 pairs from IEDB/IMGT. Task: Regression. Given a peptide amino acid sequence and an MHC pseudo amino acid sequence, predict their binding affinity value. This is MHC class I binding data. (1) The peptide sequence is CINGEWCTV. The MHC is HLA-A02:01 with pseudo-sequence HLA-A02:01. The binding affinity (normalized) is 0.264. (2) The peptide sequence is PRTLNAWVKL. The MHC is HLA-B27:05 with pseudo-sequence HLA-B27:05. The binding affinity (normalized) is 0.270. (3) The peptide sequence is VTTEVAFGL. The MHC is HLA-B15:01 with pseudo-sequence HLA-B15:01. The binding affinity (normalized) is 0.0847. (4) The peptide sequence is KAFKKFPSG. The MHC is HLA-A30:01 with pseudo-sequence HLA-A30:01. The binding affinity (normalized) is 0.491. (5) The peptide sequence is YLRNYMVIK. The MHC is HLA-A03:01 with pseudo-sequence HLA-A03:01. The binding affinity (normalized) is 0.973. (6) The peptide sequence is APPHRWCIPW. The MHC is Mamu-B17 with pseudo-sequence Mamu-B17. The binding affinity (normalized) is 0.273.